This data is from Catalyst prediction with 721,799 reactions and 888 catalyst types from USPTO. The task is: Predict which catalyst facilitates the given reaction. (1) Reactant: O.[CH3:2][C:3]1[C:4]([CH2:15][S:16][C:17]2[NH:21][C:20]3[CH:22]=[CH:23][CH:24]=[CH:25][C:19]=3[N:18]=2)=[N:5][CH:6]=[CH:7][C:8]=1[O:9][CH2:10][C:11]([F:14])([F:13])[F:12].C(N)(N)=[O:27].OO.O.O.O.O.O.S([O-])([O-])(=O)=S.[Na+].[Na+].[OH-].[Na+]. Product: [CH3:2][C:3]1[C:4]([CH2:15][S:16]([C:17]2[NH:18][C:19]3[CH:25]=[CH:24][CH:23]=[CH:22][C:20]=3[N:21]=2)=[O:27])=[N:5][CH:6]=[CH:7][C:8]=1[O:9][CH2:10][C:11]([F:13])([F:12])[F:14]. The catalyst class is: 40. (2) Reactant: [CH3:1]I.[Cl:3][C:4]1[N:9]=[CH:8][C:7]([C:10]2[O:14][C:13]([SH:15])=[N:12][N:11]=2)=[C:6]([NH:16][CH:17]([CH3:19])[CH3:18])[CH:5]=1. Product: [Cl:3][C:4]1[CH:5]=[C:6]([NH:16][CH:17]([CH3:19])[CH3:18])[C:7]([C:10]2[O:14][C:13]([S:15][CH3:1])=[N:12][N:11]=2)=[CH:8][N:9]=1. The catalyst class is: 5.